From a dataset of Reaction yield outcomes from USPTO patents with 853,638 reactions. Predict the reaction yield, written as a fraction of the theoretical maximum amount of product (1.0 means a 100% yield; for example, 0.34 means a 34% yield). (1) The reactants are [Cl-].O[NH3+:3].[C:4](=[O:7])([O-])[OH:5].[Na+].CS(C)=O.[CH2:13]([C:15]1[S:52][C:18]2[N:19]([CH2:37][C:38]3[CH:43]=[CH:42][C:41]([C:44]4[C:45]([C:50]#[N:51])=[CH:46][CH:47]=[CH:48][CH:49]=4)=[CH:40][CH:39]=3)[C:20](=[O:36])[N:21]([CH2:24][C:25]([C:27]3[CH:32]=[CH:31][C:30]([O:33][CH3:34])=[CH:29][C:28]=3[CH3:35])=[O:26])[C:22](=[O:23])[C:17]=2[CH:16]=1)[CH3:14]. The yield is 0.250. The product is [CH2:13]([C:15]1[S:52][C:18]2[N:19]([CH2:37][C:38]3[CH:39]=[CH:40][C:41]([C:44]4[CH:49]=[CH:48][CH:47]=[CH:46][C:45]=4[C:50]4[NH:3][C:4](=[O:7])[O:5][N:51]=4)=[CH:42][CH:43]=3)[C:20](=[O:36])[N:21]([CH2:24][C:25]([C:27]3[CH:32]=[CH:31][C:30]([O:33][CH3:34])=[CH:29][C:28]=3[CH3:35])=[O:26])[C:22](=[O:23])[C:17]=2[CH:16]=1)[CH3:14]. The catalyst is C(Cl)(Cl)Cl. (2) The reactants are [CH2:1]([O:3][CH2:4][O:5][C:6]1[CH:11]=[C:10]([O:12][CH2:13][O:14][CH2:15][CH3:16])[CH:9]=[CH:8][C:7]=1[O:17][CH3:18])[CH3:2].[Li][CH2:20]CCC.CI. The catalyst is C1COCC1. The product is [CH2:15]([O:14][CH2:13][O:12][C:10]1[CH:9]=[CH:8][C:7]([O:17][CH3:18])=[C:6]([O:5][CH2:4][O:3][CH2:1][CH3:2])[C:11]=1[CH3:20])[CH3:16]. The yield is 0.530.